Dataset: Reaction yield outcomes from USPTO patents with 853,638 reactions. Task: Predict the reaction yield, written as a fraction of the theoretical maximum amount of product (1.0 means a 100% yield; for example, 0.34 means a 34% yield). (1) The reactants are [CH3:1][O:2][C:3]1[CH:29]=[CH:28][C:6]([CH2:7][N:8]2[C:12]3=[N:13][CH:14]=[CH:15][C:16]([O:17][C:18]4[CH:23]=[CH:22][C:21]([N+:24]([O-])=O)=[CH:20][C:19]=4[F:27])=[C:11]3[CH:10]=[N:9]2)=[CH:5][CH:4]=1.[CH2:30](Cl)Cl. No catalyst specified. The product is [CH3:1][O:2][C:3]1[CH:29]=[CH:28][C:6]([CH2:7][N:8]2[C:12]3=[N:13][CH:14]=[CH:15][C:16]([O:17][C:18]4[CH:23]=[CH:22][C:21]([NH2:24])=[CH:20][C:19]=4[F:27])=[C:11]3[C:10]([CH3:30])=[N:9]2)=[CH:5][CH:4]=1. The yield is 0.940. (2) The reactants are [Cl:1][C:2]1[C:3]([O:24][C:25]2[CH:30]=[CH:29][N:28]=[C:27](Cl)[CH:26]=2)=[CH:4][C:5]([F:23])=[C:6]([NH:8][C:9]([N:11]2[CH2:15][CH2:14][N:13]([CH:16]3[CH2:21][CH2:20][O:19][CH2:18][CH2:17]3)[C:12]2=[O:22])=[O:10])[CH:7]=1.[C:32]([NH2:35])(=[O:34])[CH3:33].C([O-])([O-])=O.[Cs+].[Cs+].CC1(C)C2C(=C(P(C3C=CC=CC=3)C3C=CC=CC=3)C=CC=2)OC2C(P(C3C=CC=CC=3)C3C=CC=CC=3)=CC=CC1=2. The catalyst is O1CCOCC1.C1C=CC(/C=C/C(/C=C/C2C=CC=CC=2)=O)=CC=1.C1C=CC(/C=C/C(/C=C/C2C=CC=CC=2)=O)=CC=1.C1C=CC(/C=C/C(/C=C/C2C=CC=CC=2)=O)=CC=1.[Pd].[Pd]. The product is [C:32]([NH:35][C:27]1[CH:26]=[C:25]([O:24][C:3]2[C:2]([Cl:1])=[CH:7][C:6]([NH:8][C:9]([N:11]3[CH2:15][CH2:14][N:13]([CH:16]4[CH2:17][CH2:18][O:19][CH2:20][CH2:21]4)[C:12]3=[O:22])=[O:10])=[C:5]([F:23])[CH:4]=2)[CH:30]=[CH:29][N:28]=1)(=[O:34])[CH3:33]. The yield is 0.290. (3) The yield is 0.270. The product is [NH2:2][C:3]1[C:4]2[C:14]([O:15][CH2:16][C@H:17]3[CH2:22][CH2:21][CH2:20][CH2:19][N:18]3[C:30](=[O:31])[CH2:29][C:26]3[CH:27]=[CH:28][N:23]=[CH:24][CH:25]=3)=[CH:13][CH:12]=[CH:11][C:5]=2[NH:6][S:7](=[O:9])(=[O:10])[N:8]=1. No catalyst specified. The reactants are Cl.[NH2:2][C:3]1[C:4]2[C:14]([O:15][CH2:16][C@H:17]3[CH2:22][CH2:21][CH2:20][CH2:19][NH2+:18]3)=[CH:13][CH:12]=[CH:11][C:5]=2[NH:6][S:7](=[O:10])(=[O:9])[N:8]=1.[N:23]1[CH:28]=[CH:27][C:26]([CH2:29][C:30](O)=[O:31])=[CH:25][CH:24]=1. (4) The reactants are [N+:1]([C:4]1[CH:13]=[C:12]2[C:7]([CH2:8][CH2:9][CH2:10][C:11]2=[O:14])=[CH:6][CH:5]=1)([O-:3])=[O:2].[BH4-].[Na+]. The catalyst is CO. The product is [N+:1]([C:4]1[CH:13]=[C:12]2[C:7]([CH2:8][CH2:9][CH2:10][CH:11]2[OH:14])=[CH:6][CH:5]=1)([O-:3])=[O:2]. The yield is 0.800. (5) The reactants are [NH2:1][C:2]1[CH:11]=[CH:10][C:5]2[NH:6][C:7](=[O:9])[O:8][C:4]=2[CH:3]=1.[Cl:12][C:13]1[N:18]=[C:17](Cl)[C:16]([CH3:20])=[CH:15][N:14]=1.CO. The catalyst is O. The product is [Cl:12][C:13]1[N:18]=[C:17]([NH:1][C:2]2[CH:11]=[CH:10][C:5]3[NH:6][C:7](=[O:9])[O:8][C:4]=3[CH:3]=2)[C:16]([CH3:20])=[CH:15][N:14]=1. The yield is 0.860. (6) The reactants are Br[C:2]1[CH:3]=[N:4][CH:5]=[C:6]([Br:8])[CH:7]=1.[CH2:9]([OH:11])[CH3:10]. No catalyst specified. The product is [Br:8][C:6]1[CH:5]=[N:4][CH:3]=[C:2]([O:11][CH2:9][CH3:10])[CH:7]=1. The yield is 0.600.